Dataset: HIV replication inhibition screening data with 41,000+ compounds from the AIDS Antiviral Screen. Task: Binary Classification. Given a drug SMILES string, predict its activity (active/inactive) in a high-throughput screening assay against a specified biological target. (1) The result is 0 (inactive). The drug is CC(=O)c1c(O)nc2cc(Cl)ccc2c1O. (2) The molecule is CN=c1ncn(C)c2ncn(CC=C(C)CCC3(C)C(C)CCC4(O)C3CCCC4(C)C)c12. The result is 0 (inactive).